This data is from Full USPTO retrosynthesis dataset with 1.9M reactions from patents (1976-2016). The task is: Predict the reactants needed to synthesize the given product. (1) Given the product [CH3:6][O:7][C:8]1[CH:13]=[CH:12][C:11]([NH2:14])=[CH:10][C:9]=1[C:17]1[N:21]([CH3:22])[N:20]=[C:19]([C:23]([F:26])([F:24])[F:25])[CH:18]=1, predict the reactants needed to synthesize it. The reactants are: O.O.Cl[Sn]Cl.[CH3:6][O:7][C:8]1[CH:13]=[CH:12][C:11]([N+:14]([O-])=O)=[CH:10][C:9]=1[C:17]1[N:21]([CH3:22])[N:20]=[C:19]([C:23]([F:26])([F:25])[F:24])[CH:18]=1. (2) Given the product [ClH:22].[Cl:1][C:7]1[CH:8]=[CH:3][C:4]([CH:9]2[CH2:14][CH2:13][CH2:12][NH:11][CH2:10]2)=[CH:5][CH:6]=1, predict the reactants needed to synthesize it. The reactants are: [ClH:1].F[C:3]1[CH:8]=[CH:7][CH:6]=[CH:5][C:4]=1[CH:9]1[CH2:14][CH2:13][CH2:12][NH:11][CH2:10]1.IC1C=NC=CC=1.[Cl:22]C1C=CC(B(O)O)=CC=1. (3) Given the product [Cl:1][C:2]1[CH:3]=[C:4]([C:9]2[CH2:10][CH2:11][C:12](=[O:15])[NH:13][N:14]=2)[CH:5]=[CH:6][C:7]=1[O:8][CH2:17][CH2:18][N:19]1[C:20](=[O:29])[C:21]2[C:26](=[CH:25][CH:24]=[CH:23][CH:22]=2)[C:27]1=[O:28], predict the reactants needed to synthesize it. The reactants are: [Cl:1][C:2]1[CH:3]=[C:4]([C:9]2[CH2:10][CH2:11][C:12](=[O:15])[NH:13][N:14]=2)[CH:5]=[CH:6][C:7]=1[OH:8].O[CH2:17][CH2:18][N:19]1[C:27](=[O:28])[C:26]2[C:21](=[CH:22][CH:23]=[CH:24][CH:25]=2)[C:20]1=[O:29].C1(P(C2C=CC=CC=2)C2C=CC=CC=2)C=CC=CC=1.N(C(OC(C)C)=O)=NC(OC(C)C)=O. (4) The reactants are: [NH2:1][C:2]1[N:7]=[C:6]([NH:8][CH2:9][CH2:10][CH2:11][N:12]([CH3:14])[CH3:13])[CH:5]=[C:4]([CH3:15])[N:3]=1.[Cl:16][C:17]1[CH:18]=[C:19]([N:24]=[C:25]=[S:26])[CH:20]=[CH:21][C:22]=1[Cl:23]. Given the product [Cl:16][C:17]1[CH:18]=[C:19]([NH:24][C:25](=[S:26])[NH:1][C:2]2[N:7]=[C:6]([NH:8][CH2:9][CH2:10][CH2:11][N:12]([CH3:13])[CH3:14])[CH:5]=[C:4]([CH3:15])[N:3]=2)[CH:20]=[CH:21][C:22]=1[Cl:23], predict the reactants needed to synthesize it. (5) The reactants are: [CH2:1]([C:3]1[CH:8]=[CH:7][C:6]([OH:9])=[CH:5][CH:4]=1)[CH3:2].BrN1[C:15](=[O:16])[CH2:14][CH2:13]C1=O.[Br:18]C1C=C(CC)C=CC=1O.C(=O)([O-])[O-].[K+].[K+].C(Br)C=C.C(OCC=C)C=C.C(C1C(C(F)(F)F)=CC=C(Cl)C=1O)C=C.C(C1C=C(CC)C=C(Br)C=1O)C=C.ClC1C=C(C=CC=1)C(OO)=O.ClC1C2OC(CO)CC=2C(C(F)(F)F)=CC=1. Given the product [Br:18][C:7]1[C:6]2[O:9][CH:14]([CH2:15][OH:16])[CH2:13][C:5]=2[CH:4]=[C:3]([CH2:1][CH3:2])[CH:8]=1, predict the reactants needed to synthesize it.